Dataset: Forward reaction prediction with 1.9M reactions from USPTO patents (1976-2016). Task: Predict the product of the given reaction. (1) Given the reactants C(OC([N:8]1[CH2:13][CH2:12][CH:11]([O:14][C:15]2[N:16]=[N:17][C:18]([CH2:38][CH2:39][CH2:40][CH3:41])=[C:19]([C:25]3[CH:30]=[CH:29][C:28]([O:31][CH:32]4[CH2:37][CH2:36][CH2:35][CH2:34][CH2:33]4)=[CH:27][CH:26]=3)[C:20]=2[C:21]([F:24])([F:23])[F:22])[CH2:10][CH2:9]1)=O)(C)(C)C.[ClH:42], predict the reaction product. The product is: [ClH:42].[ClH:42].[CH2:38]([C:18]1[N:17]=[N:16][C:15]([O:14][CH:11]2[CH2:12][CH2:13][NH:8][CH2:9][CH2:10]2)=[C:20]([C:21]([F:22])([F:24])[F:23])[C:19]=1[C:25]1[CH:26]=[CH:27][C:28]([O:31][CH:32]2[CH2:33][CH2:34][CH2:35][CH2:36][CH2:37]2)=[CH:29][CH:30]=1)[CH2:39][CH2:40][CH3:41]. (2) Given the reactants [Br:1][C:2]1[CH:7]=[CH:6][C:5]([C:8]2[N:9]=[CH:10][N:11]([CH3:13])[CH:12]=2)=[CH:4][CH:3]=1.[I:14]N1C(=O)CCC1=O.C(=O)(O)[O-].[Na+], predict the reaction product. The product is: [Br:1][C:2]1[CH:3]=[CH:4][C:5]([C:8]2[N:9]=[CH:10][N:11]([CH3:13])[C:12]=2[I:14])=[CH:6][CH:7]=1. (3) The product is: [CH:16]([C:18]1[CH:23]=[CH:22][C:21]([C:2]2[C:3]3[C:8]([CH:9]=[C:10]4[C:15]=2[CH:14]=[CH:13][CH:12]=[CH:11]4)=[CH:7][CH:6]=[CH:5][CH:4]=3)=[CH:20][CH:19]=1)=[O:17]. Given the reactants Br[C:2]1[C:3]2[C:8]([CH:9]=[C:10]3[C:15]=1[CH:14]=[CH:13][CH:12]=[CH:11]3)=[CH:7][CH:6]=[CH:5][CH:4]=2.[CH:16]([C:18]1[CH:23]=[CH:22][C:21](B(O)O)=[CH:20][CH:19]=1)=[O:17].[F-].[K+], predict the reaction product. (4) Given the reactants [C:1]([O:5][C:6]([NH:8][C:9]1[CH:14]=[CH:13][CH:12]=[CH:11][C:10]=1[NH:15][C:16]([C:18]1[S:19][C:20]2[CH2:21][N:22]([C:27](SC)=[N:28][C:29]3[CH:34]=[CH:33][CH:32]=[CH:31][CH:30]=3)[CH2:23][CH2:24][C:25]=2[N:26]=1)=[O:17])=[O:7])([CH3:4])([CH3:3])[CH3:2].Cl.[CH3:38][NH2:39], predict the reaction product. The product is: [CH3:38][NH:39]/[C:27](=[N:28]\[C:29]1[CH:34]=[CH:33][CH:32]=[CH:31][CH:30]=1)/[N:22]1[CH2:23][CH2:24][C:25]2[N:26]=[C:18]([C:16]([NH:15][C:10]3[CH:11]=[CH:12][CH:13]=[CH:14][C:9]=3[NH:8][C:6](=[O:7])[O:5][C:1]([CH3:4])([CH3:3])[CH3:2])=[O:17])[S:19][C:20]=2[CH2:21]1. (5) The product is: [F:18][C:19]1[CH:26]=[CH:25][C:22]([CH2:23][N:12]2[C:13]([CH3:17])([CH3:16])[C:14](=[O:15])[N:11]2[CH:2]2[CH:3]3[CH2:4][CH:5]4[CH2:6][CH:7]([CH2:8][CH:1]2[CH2:10]4)[CH2:9]3)=[C:21]([C:27]([F:28])([F:29])[F:30])[CH:20]=1. Given the reactants [CH:1]12[CH2:10][CH:5]3[CH2:6][CH:7]([CH2:9][CH:3]([CH2:4]3)[CH:2]1[N:11]1[C:14](=[O:15])[C:13]([CH3:17])([CH3:16])[NH:12]1)[CH2:8]2.[F:18][C:19]1[CH:26]=[CH:25][C:22]([CH2:23]Br)=[C:21]([C:27]([F:30])([F:29])[F:28])[CH:20]=1, predict the reaction product. (6) Given the reactants [Br:1][C:2]1[CH:3]=[C:4](N)[CH:5]=[C:6]2[C:11]=1[N:10]=[CH:9][CH:8]=[CH:7]2.N([O-])=O.[Na+].[OH-].[NH4+].[Cl:19]CCl, predict the reaction product. The product is: [Br:1][C:2]1[CH:3]=[C:4]([Cl:19])[CH:5]=[C:6]2[C:11]=1[N:10]=[CH:9][CH:8]=[CH:7]2. (7) The product is: [C:48]([O:47][C@@H:41]([C:32]1[C:31]([CH3:52])=[CH:30][C:28]2[N:29]=[C:25]([N:15]3[CH2:14][CH2:13][N:12]([C:17]([O:19][C:20]([CH3:23])([CH3:22])[CH3:21])=[O:18])[CH:11]([C:7]4[CH:6]=[C:5]5[C:10](=[CH:9][CH:8]=4)[N:2]([CH3:1])[N:3]=[CH:4]5)[CH2:16]3)[S:26][C:27]=2[C:33]=1[C:34]1[CH:35]=[CH:36][C:37]([Cl:40])=[CH:38][CH:39]=1)[C:42]([O:44][CH2:45][CH3:46])=[O:43])([CH3:49])([CH3:50])[CH3:51]. Given the reactants [CH3:1][N:2]1[C:10]2[C:5](=[CH:6][C:7]([CH:11]3[CH2:16][NH:15][CH2:14][CH2:13][N:12]3[C:17]([O:19][C:20]([CH3:23])([CH3:22])[CH3:21])=[O:18])=[CH:8][CH:9]=2)[CH:4]=[N:3]1.Br[C:25]1[S:26][C:27]2[C:33]([C:34]3[CH:39]=[CH:38][C:37]([Cl:40])=[CH:36][CH:35]=3)=[C:32]([C@H:41]([O:47][C:48]([CH3:51])([CH3:50])[CH3:49])[C:42]([O:44][CH2:45][CH3:46])=[O:43])[C:31]([CH3:52])=[CH:30][C:28]=2[N:29]=1.C(=O)([O-])[O-].[K+].[K+], predict the reaction product. (8) Given the reactants C(OC([N:8]1[C:11]2([CH2:14][N:13]([C:15](=[O:26])[NH:16][CH2:17][C:18]3[CH:23]=[CH:22][C:21]([Cl:24])=[CH:20][C:19]=3[Cl:25])[CH2:12]2)[CH2:10][CH2:9]1)=O)(C)(C)C.[Cl:27][C:28]1[CH:33]=[CH:32][C:31]([S:34](Cl)(=[O:36])=[O:35])=[CH:30][CH:29]=1, predict the reaction product. The product is: [Cl:25][C:19]1[CH:20]=[C:21]([Cl:24])[CH:22]=[CH:23][C:18]=1[CH2:17][NH:16][C:15]([N:13]1[CH2:12][C:11]2([N:8]([S:34]([C:31]3[CH:32]=[CH:33][C:28]([Cl:27])=[CH:29][CH:30]=3)(=[O:36])=[O:35])[CH2:9][CH2:10]2)[CH2:14]1)=[O:26]. (9) Given the reactants Cl[CH2:2][C:3]1[N:4]=[N:5][C:6]2[C:7](=[C:9]([NH2:14])[N:10]=[C:11]([NH2:13])[N:12]=2)[N:8]=1.[NH:15]1[CH2:20][CH2:19][CH2:18][CH2:17][CH2:16]1, predict the reaction product. The product is: [N:15]1([CH2:2][C:3]2[N:4]=[N:5][C:6]3[C:7](=[C:9]([NH2:14])[N:10]=[C:11]([NH2:13])[N:12]=3)[N:8]=2)[CH2:20][CH2:19][CH2:18][CH2:17][CH2:16]1. (10) Given the reactants Br[CH2:2][C:3]1[CH:10]=[C:9]([C:11]2([O:29][C@H:28]([CH2:30][O:31]C(=O)C)[C@@H:23]([O:24]C(=O)C)[C@H:18]([O:19]C(=O)C)[C@H:13]2[O:14]C(=O)C)[OH:12])[CH:8]=[CH:7][C:4]=1[C:5]#[N:6].[CH:35]1([C:38]2[CH:43]=[CH:42][C:41](B(O)O)=[CH:40][CH:39]=2)[CH2:37][CH2:36]1.C(=O)([O-])[O-].[K+].[K+], predict the reaction product. The product is: [C:5]([C:4]1[CH:7]=[CH:8][C:9]([C@:11]2([O:29][C@H:28]([CH2:30][OH:31])[C@@H:23]([OH:24])[C@H:18]([OH:19])[C@H:13]2[OH:14])[OH:12])=[CH:10][C:3]=1[CH2:2][C:41]1[CH:42]=[CH:43][C:38]([CH:35]2[CH2:37][CH2:36]2)=[CH:39][CH:40]=1)#[N:6].